From a dataset of Forward reaction prediction with 1.9M reactions from USPTO patents (1976-2016). Predict the product of the given reaction. (1) Given the reactants FC(F)(F)C([N:5]1[CH2:13][C:12]2[C:7](=[CH:8][CH:9]=[C:10]([N+:14]([O-:16])=[O:15])[CH:11]=2)[CH2:6]1)=O.C([O-])([O-])=O.[K+].[K+], predict the reaction product. The product is: [N+:14]([C:10]1[CH:11]=[C:12]2[C:7](=[CH:8][CH:9]=1)[CH2:6][NH:5][CH2:13]2)([O-:16])=[O:15]. (2) Given the reactants [NH2:1][C:2]1[NH:6][N:5]=[N:4][N:3]=1.BrCC([O:11][CH2:12][CH3:13])=O.C([O-])([O-])=O.[Cs+].[Cs+].[F:20][C:21]([F:35])([F:34])[C:22]1[CH:23]=[C:24]([CH:27]=[C:28]([C:30]([F:33])([F:32])[F:31])[CH:29]=1)[CH:25]=O.[BH4-].[Na+].[NH4+].[Cl-], predict the reaction product. The product is: [F:20][C:21]([F:34])([F:35])[C:22]1[CH:23]=[C:24]([CH:27]=[C:28]([C:30]([F:33])([F:31])[F:32])[CH:29]=1)[CH2:25][NH:1][C:2]1[N:3]=[N:4][N:5]([CH2:13][CH2:12][OH:11])[N:6]=1. (3) Given the reactants [NH2:1][C:2]1[CH:3]=[C:4]2[C:8](=[CH:9][CH:10]=1)[NH:7][N:6]=[CH:5]2.[C:11]([O:15][CH2:16][CH3:17])(=[O:14])[CH:12]=O.S([O-])([O-])(=O)=O.[Mg+2].[Cl-].[C:25]([O:29][C:30](=[O:33])[CH2:31][Zn+])([CH3:28])([CH3:27])[CH3:26], predict the reaction product. The product is: [CH2:16]([O:15][C:11](=[O:14])[CH:12]([NH:1][C:2]1[CH:3]=[C:4]2[C:8](=[CH:9][CH:10]=1)[NH:7][N:6]=[CH:5]2)[CH2:31][C:30]([O:29][C:25]([CH3:28])([CH3:27])[CH3:26])=[O:33])[CH3:17]. (4) The product is: [Cl:8][CH2:9][C:10]1[N:7]=[C:5]([NH:4][C:1](=[O:3])[CH3:2])[S:6][CH:12]=1. Given the reactants [C:1]([NH:4][C:5]([NH2:7])=[S:6])(=[O:3])[CH3:2].[Cl:8][CH2:9][C:10]([CH2:12]Cl)=O, predict the reaction product.